From a dataset of Full USPTO retrosynthesis dataset with 1.9M reactions from patents (1976-2016). Predict the reactants needed to synthesize the given product. (1) Given the product [I:95][C@H:18]1[CH2:19][CH2:20][C@@:21]2([CH3:22])[C:16](=[CH:15][CH2:14][C@@H:13]3[C@@H:23]2[CH2:24][CH2:25][C@@:26]2([CH3:27])[C@H:12]3[CH2:11][CH2:10][C@@H:9]2[C@H:7]([CH3:8])[CH2:6][CH2:5][CH2:4][CH:2]([CH3:1])[CH3:3])[CH2:17]1, predict the reactants needed to synthesize it. The reactants are: [CH3:1][CH:2]([CH2:4][CH2:5][CH2:6][C@H:7]([C@@H:9]1[C@:26]2([CH3:27])[C@H:12]([C@H:13]3[C@H:23]([CH2:24][CH2:25]2)[C@:21]2([CH3:22])[C:16]([CH2:17][C@@H:18](O)[CH2:19][CH2:20]2)=[CH:15][CH2:14]3)[CH2:11][CH2:10]1)[CH3:8])[CH3:3].CC(CCC[C@H]([C@@H]1[C@]2(C)[C@H]([C@H]3[C@H](CC2)[C@]2(C)C(C[C@@H](NCCCNC(=O)CCNC(=O)CCNC(=O)CCCCCNC4C=CC([N+]([O-])=O)=CC=4[N+]([O-])=O)CC2)=CC3)CC1)C)C.[Si]([I:95])(C)(C)C.B(F)(F)F.CCOCC. (2) The reactants are: Br[CH2:2][CH2:3][CH:4]([C:9]1[S:10][C:11]2[CH:18]=[C:17]([C:19]([F:22])([F:21])[F:20])[CH:16]=[CH:15][C:12]=2[C:13]=1[CH3:14])[CH2:5][CH2:6][CH2:7][CH3:8].[OH:23][C:24]1[CH:29]=[CH:28][C:27]([CH2:30][CH2:31][C:32]([O:34][CH2:35][CH3:36])=[O:33])=[CH:26][CH:25]=1.C(=O)([O-])[O-].[Cs+].[Cs+]. Given the product [CH3:14][C:13]1[C:12]2[CH:15]=[CH:16][C:17]([C:19]([F:22])([F:21])[F:20])=[CH:18][C:11]=2[S:10][C:9]=1[CH:4]([CH2:5][CH2:6][CH2:7][CH3:8])[CH2:3][CH2:2][O:23][C:24]1[CH:25]=[CH:26][C:27]([CH2:30][CH2:31][C:32]([O:34][CH2:35][CH3:36])=[O:33])=[CH:28][CH:29]=1, predict the reactants needed to synthesize it. (3) Given the product [CH2:1]([O:3][C:4](=[O:22])[CH2:5][CH:6]1[CH2:11][CH2:10][N:9]([C:12]2[CH:17]=[CH:16][C:15]([Cl:18])=[CH:14][C:13]=2[NH2:19])[CH2:8][CH2:7]1)[CH3:2], predict the reactants needed to synthesize it. The reactants are: [CH2:1]([O:3][C:4](=[O:22])[CH2:5][CH:6]1[CH2:11][CH2:10][N:9]([C:12]2[CH:17]=[CH:16][C:15]([Cl:18])=[CH:14][C:13]=2[N+:19]([O-])=O)[CH2:8][CH2:7]1)[CH3:2]. (4) Given the product [CH2:1]([O:8][C:9]([N:11]1[CH2:20][CH2:19][C:18]2[C:13](=[CH:14][C:15]([CH2:21][N:22]3[CH2:26][CH2:25][CH:24]([NH:27][S:59]([C:57]4[S:56][C:55]5[CH:63]=[C:51]([Cl:50])[CH:52]=[CH:53][C:54]=5[CH:58]=4)(=[O:61])=[O:60])[C:23]3=[O:35])=[CH:16][CH:17]=2)[CH2:12]1)=[O:10])[C:2]1[CH:7]=[CH:6][CH:5]=[CH:4][CH:3]=1, predict the reactants needed to synthesize it. The reactants are: [CH2:1]([O:8][C:9]([N:11]1[CH2:20][CH2:19][C:18]2[C:13](=[CH:14][C:15]([CH2:21][N:22]3[CH2:26][CH2:25][CH:24]([NH:27]C(OC(C)(C)C)=O)[C:23]3=[O:35])=[CH:16][CH:17]=2)[CH2:12]1)=[O:10])[C:2]1[CH:7]=[CH:6][CH:5]=[CH:4][CH:3]=1.C(O)(C(F)(F)F)=O.CCN(CC)CC.[Cl:50][C:51]1[CH:52]=[CH:53][C:54]2[CH:58]=[C:57]([S:59](Cl)(=[O:61])=[O:60])[S:56][C:55]=2[CH:63]=1. (5) Given the product [CH3:2][C:3]1[C:11]2[C:10](=[O:12])[NH:9][C:8]([CH:13]3[CH2:14][CH2:15][N:16]([CH:26]4[CH2:31][CH2:30][N:29]([C:32]([O:34][C:35]([CH3:38])([CH3:37])[CH3:36])=[O:33])[CH2:28][CH2:27]4)[CH2:17][CH2:18]3)=[N:7][C:6]=2[N:5]([C:19]2[CH:24]=[CH:23][CH:22]=[CH:21][CH:20]=2)[N:4]=1, predict the reactants needed to synthesize it. The reactants are: Cl.[CH3:2][C:3]1[C:11]2[C:10](=[O:12])[NH:9][C:8]([CH:13]3[CH2:18][CH2:17][NH:16][CH2:15][CH2:14]3)=[N:7][C:6]=2[N:5]([C:19]2[CH:24]=[CH:23][CH:22]=[CH:21][CH:20]=2)[N:4]=1.O=[C:26]1[CH2:31][CH2:30][N:29]([C:32]([O:34][C:35]([CH3:38])([CH3:37])[CH3:36])=[O:33])[CH2:28][CH2:27]1.[BH3-]C#N.[Na+]. (6) Given the product [F:1][C:2]1[CH:10]=[CH:9][C:5]([C:6]([NH:11][C:12]2[C:13]3[S:24][C:23]([C:25]([O:27][CH2:28][CH3:30])=[O:26])=[CH:22][C:14]=3[N:15]([C:17]([O:19][CH2:20][CH3:21])=[O:18])[N:16]=2)=[O:7])=[CH:4][CH:3]=1, predict the reactants needed to synthesize it. The reactants are: [F:1][C:2]1[CH:10]=[CH:9][C:5]([C:6](Cl)=[O:7])=[CH:4][CH:3]=1.[NH2:11][C:12]1[C:13]2[S:24][C:23]([C:25]([O:27][CH3:28])=[O:26])=[CH:22][C:14]=2[N:15]([C:17]([O:19][CH2:20][CH3:21])=[O:18])[N:16]=1.N1C=CC=C[CH:30]=1. (7) Given the product [OH:48][C@@H:45]1[CH2:46][CH2:47][C@H:42]([C:34]2[CH:33]=[CH:32][C:31]([NH:30][C:2]3[C:7]([C:8]([F:11])([F:9])[F:10])=[CH:6][N:5]=[C:4]([NH:12][C:13]4[CH:27]=[CH:26][C:16]([CH2:17][P:18](=[O:25])([O:22][CH2:23][CH3:24])[O:19][CH2:20][CH3:21])=[CH:15][C:14]=4[O:28][CH3:29])[N:3]=3)=[C:39]3[C:35]=2[CH2:36][N:37]([CH3:41])[C:38]3=[O:40])[CH2:43][CH2:44]1, predict the reactants needed to synthesize it. The reactants are: Cl[C:2]1[C:7]([C:8]([F:11])([F:10])[F:9])=[CH:6][N:5]=[C:4]([NH:12][C:13]2[CH:27]=[CH:26][C:16]([CH2:17][P:18](=[O:25])([O:22][CH2:23][CH3:24])[O:19][CH2:20][CH3:21])=[CH:15][C:14]=2[O:28][CH3:29])[N:3]=1.[NH2:30][C:31]1[CH:32]=[CH:33][C:34]([C@H:42]2[CH2:47][CH2:46][C@@H:45]([OH:48])[CH2:44][CH2:43]2)=[C:35]2[C:39]=1[C:38](=[O:40])[N:37]([CH3:41])[CH2:36]2. (8) Given the product [NH2:49][C:45]1[N:44]=[C:43]([CH2:42][O:41][C:34]2[C:35]3[C:40](=[CH:39][CH:38]=[CH:37][CH:36]=3)[C:31]([NH:30][C:23]([NH:10][C:8]3[N:7]([C:11]4[CH:12]=[CH:13][C:14]([CH3:17])=[CH:15][CH:16]=4)[N:6]=[C:5]([C:1]([CH3:4])([CH3:3])[CH3:2])[CH:9]=3)=[O:24])=[CH:32][CH:33]=2)[CH:48]=[CH:47][N:46]=1, predict the reactants needed to synthesize it. The reactants are: [C:1]([C:5]1[CH:9]=[C:8]([NH2:10])[N:7]([C:11]2[CH:16]=[CH:15][C:14]([CH3:17])=[CH:13][CH:12]=2)[N:6]=1)([CH3:4])([CH3:3])[CH3:2].C1N=CN([C:23](N2C=NC=C2)=[O:24])C=1.[NH2:30][C:31]1[C:40]2[C:35](=[CH:36][CH:37]=[CH:38][CH:39]=2)[C:34]([O:41][CH2:42][C:43]2[CH:48]=[CH:47][N:46]=[C:45]([NH2:49])[N:44]=2)=[CH:33][CH:32]=1.